From a dataset of Catalyst prediction with 721,799 reactions and 888 catalyst types from USPTO. Predict which catalyst facilitates the given reaction. (1) Reactant: FC(F)(F)S(O[C:7]1[CH:12]=[CH:11][C:10]([N:13]2[C:18]3=[N:19][C:20]4[C:25]([Cl:26])=[CH:24][CH:23]=[C:22]([CH:27]([O:32][CH:33]([F:35])[F:34])[C:28]([F:31])([F:30])[F:29])[C:21]=4[N:17]3[CH2:16][CH2:15][CH2:14]2)=[C:9]([CH3:36])[N:8]=1)(=O)=O.[NH:39]1[CH2:43][CH2:42][CH2:41][CH2:40]1. The catalyst class is: 35. Product: [Cl:26][C:25]1[C:20]2[N:19]=[C:18]3[N:13]([C:10]4[C:9]([CH3:36])=[N:8][C:7]([N:39]5[CH2:43][CH2:42][CH2:41][CH2:40]5)=[CH:12][CH:11]=4)[CH2:14][CH2:15][CH2:16][N:17]3[C:21]=2[C:22]([CH:27]([O:32][CH:33]([F:35])[F:34])[C:28]([F:31])([F:30])[F:29])=[CH:23][CH:24]=1. (2) Reactant: [C:1]([O:5][C:6]([N:8]1[CH2:13][CH2:12][N:11]([C:14]2[C:19]([NH2:20])=[CH:18][CH:17]=[C:16]([C:21]3[CH:26]=[CH:25][C:24]([Cl:27])=[C:23]([Cl:28])[CH:22]=3)[N:15]=2)[CH2:10][CH2:9]1)=[O:7])([CH3:4])([CH3:3])[CH3:2].[C:29]1([C:39](Cl)=[O:40])[C:38]2[C:33](=[CH:34][CH:35]=[CH:36][CH:37]=2)[CH:32]=[CH:31][CH:30]=1. Product: [C:1]([O:5][C:6]([N:8]1[CH2:13][CH2:12][N:11]([C:14]2[C:19]([NH:20][C:39]([C:29]3[C:38]4[C:33](=[CH:34][CH:35]=[CH:36][CH:37]=4)[CH:32]=[CH:31][CH:30]=3)=[O:40])=[CH:18][CH:17]=[C:16]([C:21]3[CH:26]=[CH:25][C:24]([Cl:27])=[C:23]([Cl:28])[CH:22]=3)[N:15]=2)[CH2:10][CH2:9]1)=[O:7])([CH3:4])([CH3:2])[CH3:3]. The catalyst class is: 2. (3) The catalyst class is: 16. Reactant: [H-].[Na+].[ClH:3].[NH2:4][C:5]([NH2:7])=[NH:6].Cl.[CH2:9]([O:11][C:12](=[O:39])[C:13]1([CH2:38][CH2:37][CH2:36][CH2:35]1)[N:14]([S:20]([C:23]1[CH:32]=[C:31]2[C:26]([C:27]([Cl:34])=[CH:28][N:29]=[C:30]2[Cl:33])=[CH:25][CH:24]=1)(=[O:22])=[O:21])[CH2:15][CH2:16][N:17]([CH3:19])[CH3:18])[CH3:10].O. Product: [ClH:33].[ClH:3].[CH2:9]([O:11][C:12](=[O:39])[C:13]1([CH2:38][CH2:37][CH2:36][CH2:35]1)[N:14]([S:20]([C:23]1[CH:32]=[C:31]2[C:26]([C:27]([Cl:34])=[CH:28][N:29]=[C:30]2[NH:6][C:5]([NH2:7])=[NH:4])=[CH:25][CH:24]=1)(=[O:22])=[O:21])[CH2:15][CH2:16][N:17]([CH3:19])[CH3:18])[CH3:10]. (4) Reactant: [F:1][CH:2]([F:34])[O:3][C:4]1[CH:13]=[C:12]([O:14][CH:15]([C:18]2[S:22][C:21]([C:23]3[CH:28]=[CH:27][C:26]([C:29]([F:32])([F:31])[F:30])=[CH:25][CH:24]=3)=[N:20][C:19]=2[CH3:33])[CH2:16][CH3:17])[CH:11]=[CH:10][C:5]=1[C:6]([NH:8][OH:9])=[NH:7].C(N(CC)C(C)C)(C)C.Cl[C:45](OC1C=CC=CC=1)=[O:46].O. Product: [F:34][CH:2]([F:1])[O:3][C:4]1[CH:13]=[C:12]([O:14][CH:15]([C:18]2[S:22][C:21]([C:23]3[CH:28]=[CH:27][C:26]([C:29]([F:32])([F:31])[F:30])=[CH:25][CH:24]=3)=[N:20][C:19]=2[CH3:33])[CH2:16][CH3:17])[CH:11]=[CH:10][C:5]=1[C:6]1[NH:7][C:45](=[O:46])[O:9][N:8]=1. The catalyst class is: 7.